From a dataset of Full USPTO retrosynthesis dataset with 1.9M reactions from patents (1976-2016). Predict the reactants needed to synthesize the given product. (1) The reactants are: Cl[S:2]([OH:5])(=O)=[O:3].[NH:6]([C:13]1[N:18]=[C:17]([C:19]2[N:23]([CH3:24])[C:22]([CH:25]([CH3:27])[CH3:26])=[N:21][CH:20]=2)[CH:16]=[CH:15][N:14]=1)[C:7]1[CH:12]=[CH:11][CH:10]=[CH:9][CH:8]=1.[CH:28]1([NH2:32])[CH2:31][CH2:30][CH2:29]1.C(N(CC)C)C. Given the product [CH3:24][N:23]1[C:19]([C:17]2[CH:16]=[CH:15][N:14]=[C:13]([NH:6][C:7]3[CH:12]=[CH:11][C:10]([S:2](=[O:5])(=[O:3])[NH:32][CH:28]4[CH2:31][CH2:30][CH2:29]4)=[CH:9][CH:8]=3)[N:18]=2)=[CH:20][N:21]=[C:22]1[CH:25]([CH3:27])[CH3:26], predict the reactants needed to synthesize it. (2) Given the product [N:5]1[CH:6]=[CH:7][C:2]([CH2:1][CH2:17][C:18]([O:20][CH2:21][CH3:22])=[O:19])=[CH:3][CH:4]=1, predict the reactants needed to synthesize it. The reactants are: [CH:1](=O)[C:2]1[CH:7]=[CH:6][N:5]=[CH:4][CH:3]=1.C(OP([CH2:17][C:18]([O:20][CH2:21][CH3:22])=[O:19])(OCC)=O)C.